This data is from Full USPTO retrosynthesis dataset with 1.9M reactions from patents (1976-2016). The task is: Predict the reactants needed to synthesize the given product. (1) Given the product [CH:2]([C@H:15]1[C@@H:20]([O:21][CH2:22][C:23]2[CH:24]=[CH:25][C:26]([C:29]([F:32])([F:30])[F:31])=[CH:27][CH:28]=2)[CH2:19][CH2:18][N:17]([C:42](=[O:43])[CH2:41][NH2:40])[CH2:16]1)([C:9]1[CH:10]=[CH:11][CH:12]=[CH:13][CH:14]=1)[C:3]1[CH:4]=[CH:5][CH:6]=[CH:7][CH:8]=1, predict the reactants needed to synthesize it. The reactants are: Cl.[CH:2]([C@H:15]1[C@@H:20]([O:21][CH2:22][C:23]2[CH:28]=[CH:27][C:26]([C:29]([F:32])([F:31])[F:30])=[CH:25][CH:24]=2)[CH2:19][CH2:18][NH:17][CH2:16]1)([C:9]1[CH:14]=[CH:13][CH:12]=[CH:11][CH:10]=1)[C:3]1[CH:8]=[CH:7][CH:6]=[CH:5][CH:4]=1.C([NH:40][CH2:41][C:42](O)=[O:43])(OC(C)(C)C)=O. (2) Given the product [C:1]([O:5][C:6]([N:8]1[CH:12]([CH:13]=[O:14])[CH2:11][O:10][C:9]1([CH3:16])[CH3:15])=[O:7])([CH3:4])([CH3:3])[CH3:2], predict the reactants needed to synthesize it. The reactants are: [C:1]([O:5][C:6]([N:8]1[CH:12]([CH2:13][OH:14])[CH2:11][O:10][C:9]1([CH3:16])[CH3:15])=[O:7])([CH3:4])([CH3:3])[CH3:2].[Cr](Cl)([O-])(=O)=O.[NH+]1C=CC=CC=1. (3) Given the product [CH2:1]([N:3]1[C:4]2[C:5](=[CH:6][CH:7]=[CH:8][CH:9]=2)[N:10]=[C:12]([CH3:16])[C:13]1=[O:14])[CH3:2], predict the reactants needed to synthesize it. The reactants are: [CH2:1]([NH:3][C:4]1[C:5]([NH2:10])=[CH:6][CH:7]=[CH:8][CH:9]=1)[CH3:2].O=[C:12]([CH3:16])[C:13](O)=[O:14]. (4) The reactants are: [OH-].[Na+].[CH3:3][C:4]1[CH:5]=[C:6]([CH:11]=[CH:12][C:13]=1[C:14]#[C:15][CH2:16][CH2:17][CH3:18])[C:7]([O:9]C)=[O:8]. Given the product [CH3:3][C:4]1[CH:5]=[C:6]([CH:11]=[CH:12][C:13]=1[C:14]#[C:15][CH2:16][CH2:17][CH3:18])[C:7]([OH:9])=[O:8], predict the reactants needed to synthesize it. (5) Given the product [CH3:16][C:15]([CH3:18])([CH3:17])[C:14](=[O:19])[CH2:13][S:11][C:5]1[CH:10]=[CH:9][CH:8]=[CH:7][CH:6]=1, predict the reactants needed to synthesize it. The reactants are: CC[O-].[Na+].[C:5]1([SH:11])[CH:10]=[CH:9][CH:8]=[CH:7][CH:6]=1.Br[CH2:13][C:14](=[O:19])[C:15]([CH3:18])([CH3:17])[CH3:16].O.